From a dataset of Catalyst prediction with 721,799 reactions and 888 catalyst types from USPTO. Predict which catalyst facilitates the given reaction. (1) Reactant: C([O:4][CH2:5][C:6](Cl)=[O:7])(=O)C.[F:9][C:10]1[CH:15]=[CH:14][C:13]([O:16][CH2:17][C@@H:18]2[CH2:22][CH2:21][CH2:20][O:19]2)=[CH:12][C:11]=1[C:23]1[C:31]2[C:30]([NH2:32])=[N:29][CH:28]=[N:27][C:26]=2[N:25]([C@H:33]2[CH2:36][C@@H:35]([N:37]3[CH2:42][CH2:41][NH:40][CH2:39][CH2:38]3)[CH2:34]2)[CH:24]=1.C(N(CC)CC)C. The catalyst class is: 2. Product: [NH2:32][C:30]1[C:31]2[C:23]([C:11]3[CH:12]=[C:13]([O:16][CH2:17][C@@H:18]4[CH2:22][CH2:21][CH2:20][O:19]4)[CH:14]=[CH:15][C:10]=3[F:9])=[CH:24][N:25]([C@@H:33]3[CH2:34][C@H:35]([N:37]4[CH2:38][CH2:39][N:40]([C:5](=[O:4])[CH2:6][OH:7])[CH2:41][CH2:42]4)[CH2:36]3)[C:26]=2[N:27]=[CH:28][N:29]=1. (2) Reactant: [C:1]([O:5][C:6]([NH:8][CH:9]([C:13]1[CH:18]=[CH:17][C:16]([Cl:19])=[CH:15][CH:14]=1)[C:10](O)=[O:11])=[O:7])([CH3:4])([CH3:3])[CH3:2].[NH2:20][NH2:21]. Product: [Cl:19][C:16]1[CH:17]=[CH:18][C:13]([CH:9]([NH:8][C:6](=[O:7])[O:5][C:1]([CH3:4])([CH3:3])[CH3:2])[C:10]([NH:20][NH2:21])=[O:11])=[CH:14][CH:15]=1. The catalyst class is: 2. (3) Reactant: [C:1]([C:4]1[S:5][CH:6]=[CH:7][C:8]=1Br)(=[O:3])[CH3:2].[Cu](C#N)[C:11]#[N:12]. Product: [C:1]([C:4]1[S:5][CH:6]=[CH:7][C:8]=1[C:11]#[N:12])(=[O:3])[CH3:2]. The catalyst class is: 179.